Dataset: Reaction yield outcomes from USPTO patents with 853,638 reactions. Task: Predict the reaction yield, written as a fraction of the theoretical maximum amount of product (1.0 means a 100% yield; for example, 0.34 means a 34% yield). (1) The reactants are [CH3:1][O:2][CH2:3][C@H:4]([CH3:36])[O:5][C:6]1[CH:7]=[C:8]([C:23]2[NH:27][C:26]([C:28]3[O:29][CH:30]([C:33]([OH:35])=O)[CH2:31][N:32]=3)=[CH:25][CH:24]=2)[CH:9]=[C:10]([O:12][C:13]2[CH:18]=[CH:17][C:16]([S:19]([CH3:22])(=[O:21])=[O:20])=[CH:15][CH:14]=2)[CH:11]=1.Cl.[CH3:38][NH:39][CH3:40].CCN=C=NCCCN(C)C.Cl.O. The catalyst is ClCCl.CN(C)C1C=CN=CC=1. The product is [CH3:1][O:2][CH2:3][C@H:4]([CH3:36])[O:5][C:6]1[CH:7]=[C:8]([C:23]2[NH:27][C:26]([C:28]3[O:29][CH:30]([C:33]([N:39]([CH3:40])[CH3:38])=[O:35])[CH2:31][N:32]=3)=[CH:25][CH:24]=2)[CH:9]=[C:10]([O:12][C:13]2[CH:18]=[CH:17][C:16]([S:19]([CH3:22])(=[O:20])=[O:21])=[CH:15][CH:14]=2)[CH:11]=1. The yield is 0.660. (2) The reactants are [N:1]1[CH:6]=[CH:5][CH:4]=[CH:3][C:2]=1[CH:7]=[CH:8][C:9]([OH:11])=O.[O:12]1[CH:16]=[CH:15][CH:14]=[C:13]1[C:17]1[O:21][N:20]=[C:19]([NH2:22])[CH:18]=1.C1C=CC2N(O)N=NC=2C=1.C(Cl)CCl. The catalyst is CN(C=O)C. The product is [O:12]1[CH:16]=[CH:15][CH:14]=[C:13]1[C:17]1[O:21][N:20]=[C:19]([NH:22][C:9](=[O:11])[CH:8]=[CH:7][C:2]2[CH:3]=[CH:4][CH:5]=[CH:6][N:1]=2)[CH:18]=1. The yield is 0.360. (3) The reactants are [H-].[Na+].[OH:3][C:4]1[CH:9]=[CH:8][C:7]([C:10]2[CH:15]=[CH:14][C:13]([C:16]([O:18][CH2:19][CH3:20])=[O:17])=[CH:12][CH:11]=2)=[CH:6][C:5]=1[C:21]1[CH:30]=[CH:29][C:28]2[C:27]([CH3:32])([CH3:31])[CH2:26][CH2:25][C:24]([CH3:34])([CH3:33])[C:23]=2[CH:22]=1.Br[CH2:36][CH2:37][CH2:38][CH2:39][N:40]([CH:47]([CH3:49])[CH3:48])[C:41](=[O:46])[C:42]([F:45])([F:44])[F:43].[Cl-].[NH4+]. The catalyst is CN(C=O)C. The product is [CH:47]([N:40]([C:41](=[O:46])[C:42]([F:44])([F:45])[F:43])[CH2:39][CH2:38][CH2:37][CH2:36][O:3][C:4]1[CH:9]=[CH:8][C:7]([C:10]2[CH:11]=[CH:12][C:13]([C:16]([O:18][CH2:19][CH3:20])=[O:17])=[CH:14][CH:15]=2)=[CH:6][C:5]=1[C:21]1[CH:30]=[CH:29][C:28]2[C:27]([CH3:32])([CH3:31])[CH2:26][CH2:25][C:24]([CH3:33])([CH3:34])[C:23]=2[CH:22]=1)([CH3:48])[CH3:49]. The yield is 1.00. (4) The reactants are [F:1][C:2]1([F:16])[CH2:7][CH2:6][CH:5]([C:8]([CH3:15])([CH3:14])[C:9]([O:11]CC)=[O:10])[CH2:4][CH2:3]1.[OH-].[Na+]. The catalyst is C(O)C.O. The product is [F:1][C:2]1([F:16])[CH2:3][CH2:4][CH:5]([C:8]([CH3:14])([CH3:15])[C:9]([OH:11])=[O:10])[CH2:6][CH2:7]1. The yield is 0.680. (5) The reactants are C(N(CC)CC)C.[OH:8][C:9]1[CH:16]=[CH:15][CH:14]=[CH:13][C:10]=1[CH:11]=O.Cl.[NH2:18][OH:19]. The catalyst is C(O)C. The product is [OH:8][C:9]1[CH:16]=[CH:15][CH:14]=[CH:13][C:10]=1/[CH:11]=[N:18]/[OH:19]. The yield is 0.430. (6) The reactants are [F:1][C:2]1[CH:3]=[C:4]([CH:7]=[C:8]([O:11]C)[C:9]=1[OH:10])[CH:5]=[O:6].B(Br)(Br)Br. The catalyst is ClCCl. The product is [F:1][C:2]1[CH:3]=[C:4]([CH:7]=[C:8]([OH:11])[C:9]=1[OH:10])[CH:5]=[O:6]. The yield is 0.890. (7) The reactants are Br[C:2]1[C:7](=[O:8])[C:6]([O:9][CH3:10])=[CH:5][N:4]([C:11]2[C:21]([F:22])=[CH:20][C:14]3[O:15][C:16]([F:19])([F:18])[O:17][C:13]=3[CH:12]=2)[N:3]=1.[C:23]1([N:29]2[C:33](B3OC(C)(C)C(C)(C)O3)=[CH:32][CH:31]=[N:30]2)[CH:28]=[CH:27][CH:26]=[CH:25][CH:24]=1.C([O-])([O-])=O.[K+].[K+]. The catalyst is C1(C)C=CC=CC=1.O.C([O-])(O)=O.[Na+]. The product is [CH3:10][O:9][C:6]1[C:7](=[O:8])[C:2]([C:33]2[N:29]([C:23]3[CH:24]=[CH:25][CH:26]=[CH:27][CH:28]=3)[N:30]=[CH:31][CH:32]=2)=[N:3][N:4]([C:11]2[C:21]([F:22])=[CH:20][C:14]3[O:15][C:16]([F:19])([F:18])[O:17][C:13]=3[CH:12]=2)[CH:5]=1. The yield is 0.600.